This data is from Peptide-MHC class I binding affinity with 185,985 pairs from IEDB/IMGT. The task is: Regression. Given a peptide amino acid sequence and an MHC pseudo amino acid sequence, predict their binding affinity value. This is MHC class I binding data. (1) The peptide sequence is RKAIRGEQL. The MHC is Mamu-B08 with pseudo-sequence Mamu-B08. The binding affinity (normalized) is 0.263. (2) The peptide sequence is VMWAGPWSS. The MHC is HLA-A80:01 with pseudo-sequence HLA-A80:01. The binding affinity (normalized) is 0.0847. (3) The peptide sequence is YQHLHTAPK. The MHC is HLA-B35:01 with pseudo-sequence HLA-B35:01. The binding affinity (normalized) is 0.0847. (4) The peptide sequence is LVYNHCEHG. The MHC is HLA-A02:01 with pseudo-sequence HLA-A02:01. The binding affinity (normalized) is 0.0847. (5) The peptide sequence is AILAGEHKC. The MHC is HLA-B27:03 with pseudo-sequence HLA-B27:03. The binding affinity (normalized) is 0.0847. (6) The peptide sequence is RESIVCYFM. The MHC is HLA-B07:02 with pseudo-sequence HLA-B07:02. The binding affinity (normalized) is 0.213. (7) The peptide sequence is MQWLTQYYI. The MHC is HLA-A30:02 with pseudo-sequence HLA-A30:02. The binding affinity (normalized) is 0.381.